Predict the reactants needed to synthesize the given product. From a dataset of Full USPTO retrosynthesis dataset with 1.9M reactions from patents (1976-2016). Given the product [NH2:1][C:2]1[C:3]([C:4]#[N:5])=[CH:6][C:7]([C:17]2[CH:18]=[CH:19][C:14]([O:13][CH3:12])=[CH:15][CH:16]=2)=[CH:8][C:9]=1[C:17]1[CH:18]=[CH:19][C:14]([O:13][CH3:12])=[CH:15][CH:16]=1, predict the reactants needed to synthesize it. The reactants are: [NH2:1][C:2]1[C:9](Br)=[CH:8][C:7](Br)=[CH:6][C:3]=1[C:4]#[N:5].[CH3:12][O:13][C:14]1[CH:19]=[CH:18][C:17](B(O)O)=[CH:16][CH:15]=1.[F-].[Cs+].